From a dataset of Reaction yield outcomes from USPTO patents with 853,638 reactions. Predict the reaction yield, written as a fraction of the theoretical maximum amount of product (1.0 means a 100% yield; for example, 0.34 means a 34% yield). (1) The reactants are [C:1]([O:5][C:6]([N:8]([CH2:23][C:24]1[CH:29]=[CH:28][C:27]([N:30]2[CH2:35][CH2:34][N:33]([C:36]([O:38][C:39]([CH3:42])([CH3:41])[CH3:40])=[O:37])[CH2:32][CH2:31]2)=[CH:26][CH:25]=1)[CH2:9][CH2:10][C:11]1[CH:16]=[C:15]([O:17][CH3:18])[C:14]([N+:19]([O-])=O)=[CH:13][C:12]=1[Cl:22])=[O:7])([CH3:4])([CH3:3])[CH3:2].[NH4+].[Cl-]. The catalyst is CO.[Zn]. The product is [C:39]([O:38][C:36]([N:33]1[CH2:34][CH2:35][N:30]([C:27]2[CH:28]=[CH:29][C:24]([CH2:23][N:8]([CH2:9][CH2:10][C:11]3[CH:16]=[C:15]([O:17][CH3:18])[C:14]([NH2:19])=[CH:13][C:12]=3[Cl:22])[C:6]([O:5][C:1]([CH3:3])([CH3:2])[CH3:4])=[O:7])=[CH:25][CH:26]=2)[CH2:31][CH2:32]1)=[O:37])([CH3:40])([CH3:41])[CH3:42]. The yield is 0.970. (2) The reactants are [OH:1][N:2]1[CH2:7][CH2:6][O:5][CH2:4][CH2:3]1.[CH2:8]([Mg]Cl)[C:9]1[CH:14]=[CH:13][CH:12]=[CH:11][CH:10]=1.[Cl-].[NH4+]. The catalyst is ClCCl.O=[Mn]=O. The product is [CH2:8]([CH:3]1[CH2:4][O:5][CH2:6][CH2:7][N:2]1[OH:1])[C:9]1[CH:14]=[CH:13][CH:12]=[CH:11][CH:10]=1. The yield is 0.340.